Dataset: Full USPTO retrosynthesis dataset with 1.9M reactions from patents (1976-2016). Task: Predict the reactants needed to synthesize the given product. (1) Given the product [CH3:20][O:21][C:22]1[N:27]=[CH:26][C:25]([C:28]2[N:33]=[C:32]([O:13][C:5]3[CH:6]=[C:7]([O:11][CH3:12])[C:8]([O:9][CH3:10])=[C:3]([O:2][CH3:1])[CH:4]=3)[C:31]3=[C:39]([CH3:43])[N:40]=[C:41]([CH3:42])[N:30]3[N:29]=2)=[CH:24][CH:23]=1, predict the reactants needed to synthesize it. The reactants are: [CH3:1][O:2][C:3]1[CH:4]=[C:5]([OH:13])[CH:6]=[C:7]([O:11][CH3:12])[C:8]=1[O:9][CH3:10].CC(C)([O-])C.[K+].[CH3:20][O:21][C:22]1[N:27]=[CH:26][C:25]([C:28]2[N:33]=[C:32](N3C=NC=N3)[C:31]3=[C:39]([CH3:43])[N:40]=[C:41]([CH3:42])[N:30]3[N:29]=2)=[CH:24][CH:23]=1. (2) Given the product [CH3:8][C:9]1([C:26]2[CH:25]=[CH:37][CH:36]=[CH:35][C:27]=2[C:28]([NH2:30])=[O:29])[CH2:2][CH2:10]1, predict the reactants needed to synthesize it. The reactants are: N[C:2]1[CH:10]=[CH:9][C:8](OC)=CC=1C(O)=O.COC(OC)OC.C(O)(=O)C.N[C:25]1[CH:26]=[C:27]([CH:35]=[CH:36][C:37]=1C)[C:28]([NH:30]C1(C)CC1)=[O:29]. (3) Given the product [C:1]([C:4]1[C:5]([C:23]2[CH:24]=[CH:25][C:26]([O:29][C:30]3[CH:31]=[CH:32][CH:33]=[CH:34][CH:35]=3)=[CH:27][CH:28]=2)=[N:6][C:7]([CH:10]2[CH2:15][CH2:14][N:13]([C:16]([O:18][C:19]([CH3:22])([CH3:21])[CH3:20])=[O:17])[CH2:12][CH2:11]2)=[N:8][CH:9]=1)(=[O:3])[NH2:2], predict the reactants needed to synthesize it. The reactants are: [C:1]([C:4]1[C:5]([C:23]2[CH:28]=[CH:27][C:26]([O:29][C:30]3[CH:35]=[CH:34][CH:33]=[CH:32][CH:31]=3)=[CH:25][CH:24]=2)=[N:6][C:7]([C:10]2[CH2:15][CH2:14][N:13]([C:16]([O:18][C:19]([CH3:22])([CH3:21])[CH3:20])=[O:17])[CH2:12][CH:11]=2)=[N:8][CH:9]=1)(=[O:3])[NH2:2]. (4) Given the product [CH2:11]1[C:10]2([CH2:13][CH2:14][NH:7][CH:8]([C:15]([NH:17][C@H:18]([C:20]3[CH:28]=[CH:27][C:23]([C:24]([OH:26])=[O:25])=[CH:22][CH:21]=3)[CH3:19])=[O:16])[CH2:9]2)[CH2:12]1, predict the reactants needed to synthesize it. The reactants are: FC1C=CC(C[N:7]2[CH2:14][CH2:13][C:10]3([CH2:12][CH2:11]3)[CH2:9][CH:8]2[C:15]([NH:17][C@H:18]([C:20]2[CH:28]=[CH:27][C:23]([C:24]([OH:26])=[O:25])=[CH:22][CH:21]=2)[CH3:19])=[O:16])=CC=1.C([O-])=O.[NH4+]. (5) The reactants are: [NH2:13][CH2:12][CH2:11][O:10][CH2:9][CH2:8]O[CH2:8][CH2:9][O:10][CH2:11][CH2:12][NH2:13].[NH2:14][CH:15](C)[CH2:16][O:17][CH:18](C)[CH2:19]OC(C)CN.[NH2:27]CCCCOCCCCN.NCCCCOCCCCOCCCCN. Given the product [NH2:14][CH2:15][CH2:16][O:17][CH2:18][CH2:19][NH:13][CH2:12][CH2:11][O:10][CH2:9][CH2:8][NH2:27], predict the reactants needed to synthesize it.